The task is: Predict which catalyst facilitates the given reaction.. This data is from Catalyst prediction with 721,799 reactions and 888 catalyst types from USPTO. (1) Reactant: C([O:4][C:5]1[CH:28]=[CH:27][C:26]([Br:29])=[CH:25][C:6]=1[C:7]([NH:9][C:10]1[S:11][C:12]([N:19]2[CH2:24][CH2:23][CH2:22][CH2:21][CH2:20]2)=[C:13]([C:15]([CH3:18])([CH3:17])[CH3:16])[N:14]=1)=[O:8])(=O)C.[OH-].[Na+].Cl. Product: [Br:29][C:26]1[CH:27]=[CH:28][C:5]([OH:4])=[C:6]([CH:25]=1)[C:7]([NH:9][C:10]1[S:11][C:12]([N:19]2[CH2:20][CH2:21][CH2:22][CH2:23][CH2:24]2)=[C:13]([C:15]([CH3:17])([CH3:18])[CH3:16])[N:14]=1)=[O:8]. The catalyst class is: 8. (2) Reactant: [C:1]1(=[O:9])[C:4]2([CH2:8][CH2:7][CH2:6][NH:5]2)[CH2:3][NH:2]1.CCN(C(C)C)C(C)C.[C:19]([O:23][C:24]([NH:26][C@@H:27]([C@H:31]([OH:33])[CH3:32])[C:28](O)=[O:29])=[O:25])([CH3:22])([CH3:21])[CH3:20].CN(C(ON1N=NC2C=CC=NC1=2)=[N+](C)C)C.F[P-](F)(F)(F)(F)F. Product: [C:19]([O:23][C:24](=[O:25])[NH:26][CH:27]([CH:31]([OH:33])[CH3:32])[C:28](=[O:29])[N:5]1[CH2:6][CH2:7][CH2:8][C:4]21[C:1](=[O:9])[NH:2][CH2:3]2)([CH3:21])([CH3:20])[CH3:22]. The catalyst class is: 2.